This data is from Reaction yield outcomes from USPTO patents with 853,638 reactions. The task is: Predict the reaction yield, written as a fraction of the theoretical maximum amount of product (1.0 means a 100% yield; for example, 0.34 means a 34% yield). (1) The reactants are [Br:1][C:2]1[CH:3]=[C:4]([NH:8]/[C:9](=[N:17]/[C:18]#[N:19])/OC2C=CC=CC=2)[CH:5]=[CH:6][CH:7]=1.[NH2:20][NH2:21]. The catalyst is C(O)C. The product is [Br:1][C:2]1[CH:3]=[C:4]([NH:8][C:9]2[N:17]=[C:18]([NH2:19])[NH:21][N:20]=2)[CH:5]=[CH:6][CH:7]=1. The yield is 0.860. (2) The product is [CH2:1]([S:8][C:9]1[CH:14]=[C:13]2[C:12](=[CH:11][CH:10]=1)[N:22]([C:23]1[C:28]([O:29][CH3:30])=[CH:27][C:26]([C:31]3[CH:36]=[CH:35][C:34]([Cl:37])=[C:33]([CH3:38])[CH:32]=3)=[C:25]([F:39])[CH:24]=1)[C:17](=[O:18])[CH2:16][NH:15]2)[C:2]1[CH:7]=[CH:6][CH:5]=[CH:4][CH:3]=1. The reactants are [CH2:1]([S:8][C:9]1[CH:10]=[CH:11][C:12]([NH:22][C:23]2[C:28]([O:29][CH3:30])=[CH:27][C:26]([C:31]3[CH:36]=[CH:35][C:34]([Cl:37])=[C:33]([CH3:38])[CH:32]=3)=[C:25]([F:39])[CH:24]=2)=[C:13]([NH:15][CH2:16][C:17](OCC)=[O:18])[CH:14]=1)[C:2]1[CH:7]=[CH:6][CH:5]=[CH:4][CH:3]=1.C(O)(C(F)(F)F)=O. The catalyst is C(Cl)Cl. The yield is 0.780. (3) The reactants are [C:1]([C:3]1[CH:4]=[C:5]([B:10]2[O:18][C:15]([CH3:17])([CH3:16])[C:12]([CH3:14])([CH3:13])[O:11]2)[CH:6]=[CH:7][C:8]=1F)#[N:2].[NH:19]1[CH2:23][CH2:22][CH2:21][CH2:20]1. The catalyst is CN1C(=O)CCC1. The product is [N:19]1([C:8]2[CH:7]=[CH:6][C:5]([B:10]3[O:18][C:15]([CH3:17])([CH3:16])[C:12]([CH3:14])([CH3:13])[O:11]3)=[CH:4][C:3]=2[C:1]#[N:2])[CH2:23][CH2:22][CH2:21][CH2:20]1. The yield is 0.630. (4) The reactants are [CH3:1][C:2]([O:5][C:6]([NH:8][C@H:9]([C:18](O)=[O:19])[CH2:10][C:11]1[CH:16]=[CH:15][CH:14]=[C:13]([F:17])[CH:12]=1)=[O:7])([CH3:4])[CH3:3].B.C1COCC1. The catalyst is C1COCC1. The product is [F:17][C:13]1[CH:12]=[C:11]([CH2:10][C@H:9]([NH:8][C:6](=[O:7])[O:5][C:2]([CH3:3])([CH3:1])[CH3:4])[CH2:18][OH:19])[CH:16]=[CH:15][CH:14]=1. The yield is 0.740. (5) The reactants are [CH3:1][O:2][C:3]1[CH:4]=[C:5]([C:18]2[CH:19]=[C:20]([C:25]3[CH:30]=[C:29]([C:31]4[CH:32]=[N:33][N:34]([CH3:36])[CH:35]=4)[N:28]=[CH:27][C:26]=3[NH2:37])[C:21](F)=[N:22][CH:23]=2)[CH:6]=[C:7]([O:16][CH3:17])[C:8]=1[CH2:9][N:10]1[CH2:15][CH2:14][CH2:13][CH2:12][CH2:11]1.C[Si]([N-][Si](C)(C)C)(C)C.[Na+]. The catalyst is C1COCC1. The product is [CH3:1][O:2][C:3]1[CH:4]=[C:5]([C:18]2[CH:23]=[N:22][C:21]3[NH:37][C:26]4[CH:27]=[N:28][C:29]([C:31]5[CH:32]=[N:33][N:34]([CH3:36])[CH:35]=5)=[CH:30][C:25]=4[C:20]=3[CH:19]=2)[CH:6]=[C:7]([O:16][CH3:17])[C:8]=1[CH2:9][N:10]1[CH2:15][CH2:14][CH2:13][CH2:12][CH2:11]1. The yield is 0.150. (6) The reactants are C(O)(C(F)(F)F)=O.C(OC(=O)[NH:14][C@@H:15]([CH3:29])[CH2:16][O:17][C:18]1[C:23]([F:24])=[CH:22][CH:21]=[C:20]([N+:25]([O-:27])=[O:26])[C:19]=1F)(C)(C)C.C1(C)C=CC=CC=1. The catalyst is C(Cl)Cl. The product is [F:24][C:23]1[C:18]2[O:17][CH2:16][C@H:15]([CH3:29])[NH:14][C:19]=2[C:20]([N+:25]([O-:27])=[O:26])=[CH:21][CH:22]=1. The yield is 0.840.